Dataset: Reaction yield outcomes from USPTO patents with 853,638 reactions. Task: Predict the reaction yield, written as a fraction of the theoretical maximum amount of product (1.0 means a 100% yield; for example, 0.34 means a 34% yield). The reactants are CO[C:3]1[CH:11]=[CH:10][CH:9]=[C:8]2[C:4]=1[CH2:5][CH2:6][C:7]2=[O:12].C[C:14]#[N:15].[Si:16](C#N)([CH3:19])([CH3:18])[CH3:17]. The catalyst is C1(C)C=CC=CC=1.[Zn+2].[I-].[I-]. The product is [CH3:17][Si:16]([CH3:19])([CH3:18])[O:12][C:7]1([C:14]#[N:15])[C:8]2[C:4](=[CH:3][CH:11]=[CH:10][CH:9]=2)[CH2:5][CH2:6]1. The yield is 0.593.